Dataset: Reaction yield outcomes from USPTO patents with 853,638 reactions. Task: Predict the reaction yield, written as a fraction of the theoretical maximum amount of product (1.0 means a 100% yield; for example, 0.34 means a 34% yield). (1) The reactants are [Cl:1][C:2]1[C:11]2[C:6](=[CH:7][CH:8]=[C:9]([CH:12]=C)[CH:10]=2)[N:5]=[CH:4][CH:3]=1.N1C(C)=CC=CC=1C.[O-:22]I(=O)(=O)=O.[Na+].O. The catalyst is C(O)(C)(C)C.O1CCOCC1.[Os](=O)(=O)(=O)=O. The product is [Cl:1][C:2]1[C:11]2[C:6](=[CH:7][CH:8]=[C:9]([CH:12]=[O:22])[CH:10]=2)[N:5]=[CH:4][CH:3]=1. The yield is 0.830. (2) The reactants are O1CCCC1.[CH2:6]([O:10][C:11]1[CH:16]=[CH:15][C:14]([CH2:17][C:18](Cl)=[N:19][OH:20])=[CH:13][CH:12]=1)[CH2:7][CH2:8][CH3:9].[C:22]([C:24]1[C:25]([NH2:30])=[N:26][CH:27]=[CH:28][CH:29]=1)#[CH:23].C(N(CC)CC)C. The catalyst is O. The product is [CH2:6]([O:10][C:11]1[CH:16]=[CH:15][C:14]([CH2:17][C:18]2[CH:23]=[C:22]([C:24]3[C:25]([NH2:30])=[N:26][CH:27]=[CH:28][CH:29]=3)[O:20][N:19]=2)=[CH:13][CH:12]=1)[CH2:7][CH2:8][CH3:9]. The yield is 0.140. (3) The reactants are Br[CH2:2][C:3]([N:5]1[CH2:11][C:10]2[CH:12]=[CH:13][CH:14]=[CH:15][C:9]=2[O:8][C:7]2[CH:16]=[CH:17][CH:18]=[CH:19][C:6]1=2)=[O:4].[OH:20][C:21]1[CH:30]=[CH:29][C:24]([C:25]([O:27][CH3:28])=[O:26])=[CH:23][CH:22]=1.C(=O)([O-])[O-].[Cs+].[Cs+]. The catalyst is C(#N)C.C(OCC)(=O)C. The product is [CH:12]1[C:10]2[CH2:11][N:5]([C:3](=[O:4])[CH2:2][O:20][C:21]3[CH:22]=[CH:23][C:24]([C:25]([O:27][CH3:28])=[O:26])=[CH:29][CH:30]=3)[C:6]3[CH:19]=[CH:18][CH:17]=[CH:16][C:7]=3[O:8][C:9]=2[CH:15]=[CH:14][CH:13]=1. The yield is 0.320.